This data is from Catalyst prediction with 721,799 reactions and 888 catalyst types from USPTO. The task is: Predict which catalyst facilitates the given reaction. (1) Reactant: [F:1][C:2]([F:52])([F:51])[C:3]1[CH:4]=[C:5]([CH:44]=[C:45]([C:47]([F:50])([F:49])[F:48])[CH:46]=1)[CH2:6][N:7]([CH2:23][C:24]1[CH:29]=[C:28]([C:30]([F:33])([F:32])[F:31])[CH:27]=[CH:26][C:25]=1[C:34]1[C:39]([O:40][CH3:41])=[CH:38][N:37]=[C:36]([S:42][CH3:43])[N:35]=1)[C:8]1[N:13]=[CH:12][C:11]([O:14][CH2:15][CH2:16][CH2:17][C:18]([O:20][CH2:21][CH3:22])=[O:19])=[CH:10][N:9]=1.ClC1C=CC=C(C(OO)=[O:61])C=1.S([O-])([O-])(=O)=S.[Na+].[Na+]. Product: [F:48][C:47]([F:50])([F:49])[C:45]1[CH:44]=[C:5]([CH:4]=[C:3]([C:2]([F:51])([F:1])[F:52])[CH:46]=1)[CH2:6][N:7]([CH2:23][C:24]1[CH:29]=[C:28]([C:30]([F:31])([F:32])[F:33])[CH:27]=[CH:26][C:25]=1[C:34]1[C:39]([O:40][CH3:41])=[CH:38][N:37]=[C:36]([S:42]([CH3:43])=[O:61])[N:35]=1)[C:8]1[N:13]=[CH:12][C:11]([O:14][CH2:15][CH2:16][CH2:17][C:18]([O:20][CH2:21][CH3:22])=[O:19])=[CH:10][N:9]=1. The catalyst class is: 22. (2) Reactant: [B:10]1([B:10]2[O:14][C:13]([CH3:16])([CH3:15])[C:12]([CH3:18])([CH3:17])[O:11]2)[O:14][C:13]([CH3:16])([CH3:15])[C:12]([CH3:18])([CH3:17])[O:11]1.C([O-])(=O)C.[K+].Br[C:25]1[CH:30]=[CH:29][C:28]([NH:31][CH:32]([CH3:34])[CH3:33])=[C:27]([F:35])[CH:26]=1.C(Cl)Cl. Product: [F:35][C:27]1[CH:26]=[C:25]([B:10]2[O:11][C:12]([CH3:17])([CH3:18])[C:13]([CH3:15])([CH3:16])[O:14]2)[CH:30]=[CH:29][C:28]=1[NH:31][CH:32]([CH3:34])[CH3:33]. The catalyst class is: 873. (3) Reactant: [CH3:1][C@H:2]1[C@@H:7]([N:8]([C:10]2[N:18]=[CH:17][N:16]=[C:15]3[C:11]=2[CH:12]=[CH:13][NH:14]3)[CH3:9])[CH2:6][N:5]([C:19]([CH2:21][C:22]#[N:23])=[O:20])[CH2:4][CH2:3]1.Cl.O.[C:26]([OH:38])(=[O:37])[CH2:27][C:28]([CH2:33][C:34]([OH:36])=[O:35])([C:30]([OH:32])=[O:31])[OH:29].C([O-])(=O)C.[NH4+]. Product: [CH3:1][C@H:2]1[C@@H:7]([N:8]([C:10]2[N:18]=[CH:17][N:16]=[C:15]3[C:11]=2[CH:12]=[CH:13][NH:14]3)[CH3:9])[CH2:6][N:5]([C:19]([CH2:21][C:22]#[N:23])=[O:20])[CH2:4][CH2:3]1.[CH2:33]([C:28]([OH:29])([C:30]([OH:32])=[O:31])[CH2:27][C:26]([OH:38])=[O:37])[C:34]([OH:36])=[O:35]. The catalyst class is: 6. (4) Product: [C:26]([C:23]1[CH:24]=[CH:25][C:20]([C:18]2[N:19]=[C:15]([CH:13]([C:11]3[CH:10]=[CH:9][C:8]4[N:4]([CH2:3][O:2][CH3:1])[C:5](=[O:32])[S:6][C:7]=4[CH:12]=3)[CH3:14])[S:16][CH:17]=2)=[N:21][CH:22]=1)(=[O:27])[CH3:31]. The catalyst class is: 5. Reactant: [CH3:1][O:2][CH2:3][N:4]1[C:8]2[CH:9]=[CH:10][C:11]([CH:13]([C:15]3[S:16][CH:17]=[C:18]([C:20]4[CH:25]=[CH:24][C:23]([C:26]5([CH3:31])OCC[O:27]5)=[CH:22][N:21]=4)[N:19]=3)[CH3:14])=[CH:12][C:7]=2[S:6][C:5]1=[O:32].Cl.[OH-].[Na+]. (5) Reactant: II.[CH:3]([C:6]1[CH:7]=[C:8](Br)[CH:9]=[CH:10][CH:11]=1)([CH3:5])[CH3:4].[C:13]([N:23]1[CH2:28][CH2:27][C:26](=[O:29])[CH2:25][CH2:24]1)([O:15][CH2:16][C:17]1[CH:22]=[CH:21][CH:20]=[CH:19][CH:18]=1)=[O:14]. Product: [CH2:16]([O:15][C:13]([N:23]1[CH2:24][CH2:25][C:26]([OH:29])([C:10]2[CH:9]=[CH:8][CH:7]=[C:6]([CH:3]([CH3:5])[CH3:4])[CH:11]=2)[CH2:27][CH2:28]1)=[O:14])[C:17]1[CH:22]=[CH:21][CH:20]=[CH:19][CH:18]=1. The catalyst class is: 1. (6) Reactant: [I-].[CH3:2][S+](C)(C)=O.[H-].[Na+].[CH3:9][N:10]([CH:18]1[CH2:23][CH2:22][N:21]([CH2:24][C:25](=[O:27])[CH3:26])[CH2:20][CH2:19]1)[C:11](=[O:17])[O:12][C:13]([CH3:16])([CH3:15])[CH3:14].O. Product: [CH3:9][N:10]([CH:18]1[CH2:19][CH2:20][N:21]([CH2:24][C:25]2([CH3:2])[CH2:26][O:27]2)[CH2:22][CH2:23]1)[C:11](=[O:17])[O:12][C:13]([CH3:16])([CH3:14])[CH3:15]. The catalyst class is: 16. (7) The catalyst class is: 20. Product: [C:22]12([C:14]3[CH:13]=[C:12]([C:9]4[CH:8]=[CH:7][C:6](/[CH:5]=[CH:4]/[C:3]([OH:32])=[O:2])=[CH:11][CH:10]=4)[CH:17]=[CH:16][C:15]=3[O:18][CH2:19][C:20]#[N:21])[CH2:23][CH:24]3[CH2:25][CH:26]([CH2:27][CH:28]([CH2:30]3)[CH2:29]1)[CH2:31]2. Reactant: C[O:2][C:3](=[O:32])/[CH:4]=[CH:5]/[C:6]1[CH:11]=[CH:10][C:9]([C:12]2[CH:17]=[CH:16][C:15]([O:18][CH2:19][C:20]#[N:21])=[C:14]([C:22]34[CH2:31][CH:26]5[CH2:27][CH:28]([CH2:30][CH:24]([CH2:25]5)[CH2:23]3)[CH2:29]4)[CH:13]=2)=[CH:8][CH:7]=1.O[Li].O. (8) Reactant: [CH2:1]([N:3]([CH2:17][CH3:18])[C:4]([C:6]1[N:7]=[C:8]([C:11]2[O:12][C:13]([CH3:16])=[N:14][N:15]=2)[S:9][CH:10]=1)=[O:5])[CH3:2].Br[C:20]1[CH:25]=[CH:24][C:23]([S:26]([NH:29][C@@H:30]([CH3:35])[C:31]([F:34])([F:33])[F:32])(=[O:28])=[O:27])=[C:22]([Cl:36])[C:21]=1[Cl:37].CC([O-])=O.[K+].C1C=CC(P(C2C=CC=CC=2)C2C=CC=CC=2)=CC=1. Product: [Cl:37][C:21]1[C:22]([Cl:36])=[C:23]([S:26](=[O:27])(=[O:28])[NH:29][C@@H:30]([CH3:35])[C:31]([F:32])([F:33])[F:34])[CH:24]=[CH:25][C:20]=1[C:10]1[S:9][C:8]([C:11]2[O:12][C:13]([CH3:16])=[N:14][N:15]=2)=[N:7][C:6]=1[C:4]([N:3]([CH2:1][CH3:2])[CH2:17][CH3:18])=[O:5]. The catalyst class is: 416. (9) Reactant: [CH3:1][O:2][CH2:3][C:4]1[N:8]=[C:7]([CH2:9][N:10]2[C:15]3[CH:16]=[C:17]([C:19]4[CH:24]=[CH:23][CH:22]=[CH:21][CH:20]=4)[S:18][C:14]=3[C:13](=[O:25])[N:12]([CH:26]3[CH2:31][CH2:30][N:29](C(OC(C)(C)C)=O)[CH2:28][CH2:27]3)[C:11]2=[O:39])[O:6][N:5]=1.[ClH:40]. Product: [ClH:40].[CH3:1][O:2][CH2:3][C:4]1[N:8]=[C:7]([CH2:9][N:10]2[C:15]3[CH:16]=[C:17]([C:19]4[CH:24]=[CH:23][CH:22]=[CH:21][CH:20]=4)[S:18][C:14]=3[C:13](=[O:25])[N:12]([CH:26]3[CH2:31][CH2:30][NH:29][CH2:28][CH2:27]3)[C:11]2=[O:39])[O:6][N:5]=1. The catalyst class is: 135. (10) Reactant: [CH3:1][C:2]1[CH:3]=[CH:4][C:5]([N+:16]([O-])=O)=[C:6]([CH2:8][CH2:9][N:10]2[CH2:15][CH2:14][O:13][CH2:12][CH2:11]2)[CH:7]=1. Product: [CH3:1][C:2]1[CH:3]=[CH:4][C:5]([NH2:16])=[C:6]([CH2:8][CH2:9][N:10]2[CH2:15][CH2:14][O:13][CH2:12][CH2:11]2)[CH:7]=1. The catalyst class is: 19.